This data is from Forward reaction prediction with 1.9M reactions from USPTO patents (1976-2016). The task is: Predict the product of the given reaction. Given the reactants [N:1]1[CH:6]=[CH:5][CH:4]=[CH:3][C:2]=1[N:7]([CH2:29][C:30]([O:32][CH2:33][CH3:34])=[O:31])[C:8]([C:10]1[CH:11]=[CH:12][C:13]2[S:17][C:16]([CH2:18][CH2:19][C:20]3[CH:25]=[CH:24][C:23]([C:26]#[N:27])=[CH:22][CH:21]=3)=[N:15][C:14]=2[CH:28]=1)=[O:9].[ClH:35].C(O)C.C(=O)([O-])[O-].[NH4+:43].[NH4+], predict the reaction product. The product is: [ClH:35].[ClH:35].[N:1]1[CH:6]=[CH:5][CH:4]=[CH:3][C:2]=1[N:7]([CH2:29][C:30]([O:32][CH2:33][CH3:34])=[O:31])[C:8]([C:10]1[CH:11]=[CH:12][C:13]2[S:17][C:16]([CH2:18][CH2:19][C:20]3[CH:21]=[CH:22][C:23]([C:26](=[NH:43])[NH2:27])=[CH:24][CH:25]=3)=[N:15][C:14]=2[CH:28]=1)=[O:9].